From a dataset of Full USPTO retrosynthesis dataset with 1.9M reactions from patents (1976-2016). Predict the reactants needed to synthesize the given product. (1) The reactants are: [CH2:1]([O:8][CH2:9][C:10](=[O:17])[CH2:11][C:12]([O:14][CH2:15][CH3:16])=[O:13])[C:2]1[CH:7]=[CH:6][CH:5]=[CH:4][CH:3]=1. Given the product [CH2:1]([O:8][CH2:9][C@@H:10]([OH:17])[CH2:11][C:12]([O:14][CH2:15][CH3:16])=[O:13])[C:2]1[CH:7]=[CH:6][CH:5]=[CH:4][CH:3]=1, predict the reactants needed to synthesize it. (2) Given the product [Cl:28][C:29]1[CH:30]=[C:31]2[C:35](=[CH:36][CH:37]=1)[NH:34][C:33](=[O:38])/[C:32]/2=[CH:14]\[C:10]1[NH:11][C:12]([CH3:13])=[C:8]([C:6]([NH:17][CH2:18][C@@H:19]([OH:27])[CH2:20][N:21]2[CH2:22][CH2:23][O:24][CH2:25][CH2:26]2)=[O:7])[C:9]=1[CH3:16], predict the reactants needed to synthesize it. The reactants are: N1([C:6]([C:8]2[C:9]([CH3:16])=[C:10]([CH:14]=O)[NH:11][C:12]=2[CH3:13])=[O:7])C=CN=C1.[NH2:17][CH2:18][C@@H:19]([OH:27])[CH2:20][N:21]1[CH2:26][CH2:25][O:24][CH2:23][CH2:22]1.[Cl:28][C:29]1[CH:30]=[C:31]2[C:35](=[CH:36][CH:37]=1)[NH:34][C:33](=[O:38])[CH2:32]2.C(N(CC)CC)C. (3) Given the product [NH2:1][CH2:4][C:5]1[C:13]2[O:12][N:11]=[C:10]([CH2:14][CH2:15][CH:16]3[CH2:17][CH2:18][N:19]([CH2:22][C:23]4[S:27][C:26]([C:28]#[N:29])=[CH:25][CH:24]=4)[CH2:20][CH2:21]3)[C:9]=2[CH:8]=[CH:7][C:6]=1[O:30][CH2:31][CH:32]1[CH2:33][CH2:34]1, predict the reactants needed to synthesize it. The reactants are: [N:1]([CH2:4][C:5]1[C:13]2[O:12][N:11]=[C:10]([CH2:14][CH2:15][CH:16]3[CH2:21][CH2:20][N:19]([CH2:22][C:23]4[S:27][C:26]([C:28]#[N:29])=[CH:25][CH:24]=4)[CH2:18][CH2:17]3)[C:9]=2[CH:8]=[CH:7][C:6]=1[O:30][CH2:31][CH:32]1[CH2:34][CH2:33]1)=[N+]=[N-].C1(P(C2C=CC=CC=2)C2C=CC=CC=2)C=CC=CC=1.N.[Cl-].[Na+]. (4) Given the product [CH2:1]([C:8]1[CH:9]=[C:10]([CH2:19][N:20]2[CH2:21][CH2:22][O:23][CH2:24][CH2:25]2)[C:11]([O:17][CH3:18])=[C:12]([C:14](=[O:16])[CH2:15][C:33]([C:29]2[CH:28]=[C:27]([CH3:26])[CH:32]=[CH:31][N:30]=2)=[O:34])[CH:13]=1)[C:2]1[CH:3]=[CH:4][CH:5]=[CH:6][CH:7]=1, predict the reactants needed to synthesize it. The reactants are: [CH2:1]([C:8]1[CH:9]=[C:10]([CH2:19][N:20]2[CH2:25][CH2:24][O:23][CH2:22][CH2:21]2)[C:11]([O:17][CH3:18])=[C:12]([C:14](=[O:16])[CH3:15])[CH:13]=1)[C:2]1[CH:7]=[CH:6][CH:5]=[CH:4][CH:3]=1.[CH3:26][C:27]1[CH:32]=[CH:31][N:30]=[C:29]([C:33](OC)=[O:34])[CH:28]=1.[O-]CC.[Na+]. (5) Given the product [C:21]([Si:18]([O:17][CH2:16][CH2:15][O:13][C:5]1[CH:6]=[CH:7][CH:8]=[C:9]([N+:10]([O-:12])=[O:11])[C:4]=1[N+:1]([O-:3])=[O:2])([CH3:20])[CH3:19])([CH3:24])([CH3:23])[CH3:22], predict the reactants needed to synthesize it. The reactants are: [N+:1]([C:4]1[C:9]([N+:10]([O-:12])=[O:11])=[CH:8][CH:7]=[CH:6][C:5]=1[OH:13])([O-:3])=[O:2].Br[CH2:15][CH2:16][O:17][Si:18]([C:21]([CH3:24])([CH3:23])[CH3:22])([CH3:20])[CH3:19].